This data is from Peptide-MHC class II binding affinity with 134,281 pairs from IEDB. The task is: Regression. Given a peptide amino acid sequence and an MHC pseudo amino acid sequence, predict their binding affinity value. This is MHC class II binding data. (1) The peptide sequence is KNIPQPVRALLEGFL. The MHC is HLA-DQA10102-DQB10602 with pseudo-sequence HLA-DQA10102-DQB10602. The binding affinity (normalized) is 0.233. (2) The peptide sequence is GGRSLTDLLRALGAQ. The MHC is DRB1_1101 with pseudo-sequence DRB1_1101. The binding affinity (normalized) is 0.793. (3) The peptide sequence is SQDLENSWNLNGLQAY. The MHC is DRB1_0802 with pseudo-sequence DRB1_0802. The binding affinity (normalized) is 0.148. (4) The binding affinity (normalized) is 0.301. The MHC is DRB5_0101 with pseudo-sequence DRB5_0101. The peptide sequence is DMFFATVGFALGVFV. (5) The MHC is DRB1_0401 with pseudo-sequence DRB1_0401. The peptide sequence is KGGRKPARLIVYPDLGSRVC. The binding affinity (normalized) is 0.617. (6) The peptide sequence is CFISVNDRLVSLEST. The MHC is DRB1_0101 with pseudo-sequence DRB1_0101. The binding affinity (normalized) is 0.799.